This data is from Forward reaction prediction with 1.9M reactions from USPTO patents (1976-2016). The task is: Predict the product of the given reaction. (1) Given the reactants [OH:1][CH2:2][CH2:3][CH2:4][C:5]1[CH:6]=[C:7]([CH:11]=[C:12]([O:16][CH3:17])[C:13]=1[O:14][CH3:15])[C:8]([OH:10])=[O:9].[CH2:18](Br)[C:19]1[CH:24]=[CH:23][CH:22]=[CH:21][CH:20]=1, predict the reaction product. The product is: [CH2:18]([O:1][CH2:2][CH2:3][CH2:4][C:5]1[CH:6]=[C:7]([CH:11]=[C:12]([O:16][CH3:17])[C:13]=1[O:14][CH3:15])[C:8]([OH:10])=[O:9])[C:19]1[CH:24]=[CH:23][CH:22]=[CH:21][CH:20]=1. (2) Given the reactants [F:1][C:2]1[CH:7]=[C:6]([F:8])[C:5]([F:9])=[CH:4][C:3]=1[NH:10][C:11]1[O:15][C:14]([C:16]([NH:18][C:19]2[CH:20]=[CH:21][C:22]([C@H:25]3[CH2:30][CH2:29][C@H:28]([CH2:31][C:32]([O:34]C)=[O:33])[CH2:27][CH2:26]3)=[N:23][CH:24]=2)=[O:17])=[N:13][N:12]=1.[OH-].[Na+], predict the reaction product. The product is: [F:1][C:2]1[CH:7]=[C:6]([F:8])[C:5]([F:9])=[CH:4][C:3]=1[NH:10][C:11]1[O:15][C:14]([C:16]([NH:18][C:19]2[CH:20]=[CH:21][C:22]([C@H:25]3[CH2:26][CH2:27][C@H:28]([CH2:31][C:32]([OH:34])=[O:33])[CH2:29][CH2:30]3)=[N:23][CH:24]=2)=[O:17])=[N:13][N:12]=1. (3) Given the reactants [Cl:1][C:2]1[CH:9]=[C:8](F)[C:5]([CH:6]=O)=[C:4]([F:11])[CH:3]=1.Cl.CON.C(=O)([O-])[O-].[K+].[K+].[NH2:22][NH2:23], predict the reaction product. The product is: [Cl:1][C:2]1[CH:9]=[C:8]2[C:5]([CH:6]=[N:22][NH:23]2)=[C:4]([F:11])[CH:3]=1. (4) Given the reactants Cl.[CH2:2]([O:9][C:10]([N:12]1[CH2:21][CH2:20][C:19]2[C:14](=[CH:15][C:16]([NH:22][C:23](=[O:35])[C:24]3[CH:29]=[CH:28][CH:27]=[C:26]([CH:30]4[CH2:34][CH2:33][CH2:32][NH:31]4)[CH:25]=3)=[CH:17][CH:18]=2)[CH2:13]1)=[O:11])[C:3]1[CH:8]=[CH:7][CH:6]=[CH:5][CH:4]=1.CCN(CC)CC.[C:43]([C:45]1[CH:46]=[C:47]([N:51]=[C:52]=[O:53])[CH:48]=[CH:49][CH:50]=1)#[N:44].[N-]=C=O, predict the reaction product. The product is: [CH2:2]([O:9][C:10]([N:12]1[CH2:21][CH2:20][C:19]2[C:14](=[CH:15][C:16]([NH:22][C:23](=[O:35])[C:24]3[CH:29]=[CH:28][CH:27]=[C:26]([CH:30]4[CH2:34][CH2:33][CH2:32][N:31]4[C:52](=[O:53])[NH:51][C:47]4[CH:48]=[CH:49][CH:50]=[C:45]([C:43]#[N:44])[CH:46]=4)[CH:25]=3)=[CH:17][CH:18]=2)[CH2:13]1)=[O:11])[C:3]1[CH:4]=[CH:5][CH:6]=[CH:7][CH:8]=1. (5) Given the reactants Br[C:2]1[C:7]([C:8]([F:11])([F:10])[F:9])=[CH:6][C:5]([NH:12][C:13]2[N:17]=[C:16]([NH2:18])[NH:15][N:14]=2)=[CH:4][C:3]=1[Cl:19].CC1(C)C(C)(C)OB([C:28]2[CH:33]=[CH:32][C:31]([S:34]([N:37]3[CH2:43][C:39]4([CH2:42][O:41][CH2:40]4)[CH2:38]3)(=[O:36])=[O:35])=[CH:30][CH:29]=2)O1.C([O-])([O-])=O.[K+].[K+].COCCOC, predict the reaction product. The product is: [Cl:19][C:3]1[C:2]([C:28]2[CH:33]=[CH:32][C:31]([S:34]([N:37]3[CH2:43][C:39]4([CH2:40][O:41][CH2:42]4)[CH2:38]3)(=[O:35])=[O:36])=[CH:30][CH:29]=2)=[C:7]([C:8]([F:11])([F:10])[F:9])[CH:6]=[C:5]([NH:12][C:13]2[N:17]=[C:16]([NH2:18])[NH:15][N:14]=2)[CH:4]=1. (6) Given the reactants [NH2:1][N:2]1[C:7]([C:8]([F:11])([F:10])[F:9])=[CH:6][C:5](=[O:12])[N:4]([C:13]2[CH:18]=[CH:17][C:16]([C:19]#[N:20])=[C:15]([O:21]C)[CH:14]=2)[C:3]1=[O:23].Cl.[NH+]1C=CC=CC=1, predict the reaction product. The product is: [NH2:1][N:2]1[C:7]([C:8]([F:10])([F:9])[F:11])=[CH:6][C:5](=[O:12])[N:4]([C:13]2[CH:18]=[CH:17][C:16]([C:19]#[N:20])=[C:15]([OH:21])[CH:14]=2)[C:3]1=[O:23].